Dataset: Full USPTO retrosynthesis dataset with 1.9M reactions from patents (1976-2016). Task: Predict the reactants needed to synthesize the given product. (1) The reactants are: [CH2:1](O)[C:2]1[CH:7]=[CH:6][CH:5]=[CH:4][CH:3]=1.[Na].[N:10]12[CH2:17][CH2:16][CH:13]([CH2:14][CH2:15]1)[C@@H:12]([OH:18])[CH2:11]2.C([O:26][C:27]([N:29]1[CH2:38][CH2:37][C:36]2[C:31](=[CH:32][CH:33]=[CH:34][CH:35]=2)[C@@H:30]1[C:39]1[CH:44]=[CH:43][CH:42]=[CH:41][CH:40]=1)=O)C1C=CC=CC=1. Given the product [CH2:1]([CH:11]1[CH:12]([O:18][C:27]([N:29]2[CH2:38][CH2:37][C:36]3[C:31](=[CH:32][CH:33]=[CH:34][CH:35]=3)[CH:30]2[C:39]2[CH:44]=[CH:43][CH:42]=[CH:41][CH:40]=2)=[O:26])[CH:13]2[CH2:16][CH2:17][N:10]1[CH2:15][CH2:14]2)[C:2]1[CH:7]=[CH:6][CH:5]=[CH:4][CH:3]=1, predict the reactants needed to synthesize it. (2) The reactants are: Br[C:2]1[CH:7]=[C:6]([C:8]([CH3:11])([CH3:10])[CH3:9])[C:5]([OH:12])=[C:4]([C:13]([CH3:16])([CH3:15])[CH3:14])[CH:3]=1.[Li]C(C)(C)C.CCCCCC.[B:28](OC(C)C)([O:33]C(C)C)[O:29]C(C)C. Given the product [C:13]([C:4]1[CH:3]=[C:2]([B:28]([OH:33])[OH:29])[CH:7]=[C:6]([C:8]([CH3:11])([CH3:10])[CH3:9])[C:5]=1[OH:12])([CH3:16])([CH3:15])[CH3:14], predict the reactants needed to synthesize it. (3) Given the product [Br:12][C:8]1[CH:7]=[C:6]2[C:11](=[CH:10][CH:9]=1)[CH:2]=[N:3][C:4]([NH2:13])=[CH:5]2, predict the reactants needed to synthesize it. The reactants are: Br[C:2]1[C:11]2[C:6](=[CH:7][C:8]([Br:12])=[CH:9][CH:10]=2)[CH:5]=[C:4]([NH2:13])[N:3]=1.C([O-])=O.[NH4+]. (4) The reactants are: [CH2:1]=[CH:2][C@@H:3]1[C@@H:8]2[CH2:9][C@H:10]([C@@H:11]([OH:22])[C:12]3[CH:13]=[CH:14][N:15]=[C:16]4[CH:21]=[CH:20][CH:19]=[CH:18][C:17]=34)[N:5]([CH2:6][CH2:7]2)[CH2:4]1. Given the product [CH2:1]=[CH:2][C@@H:3]1[C@@H:8]2[CH2:9][C@@H:10]([C@H:11]([OH:22])[C:12]3[CH:13]=[CH:14][N:15]=[C:16]4[CH:21]=[CH:20][CH:19]=[CH:18][C:17]=34)[N:5]([CH2:6][CH2:7]2)[CH2:4]1, predict the reactants needed to synthesize it. (5) Given the product [I:22][C:6]1[CH:5]=[C:4]([N+:1]([O-:3])=[O:2])[CH:13]=[C:12]2[C:7]=1[CH2:8][CH2:9][CH2:10][N:11]2[C:14](=[O:19])[C:15]([F:18])([F:16])[F:17], predict the reactants needed to synthesize it. The reactants are: [N+:1]([C:4]1[CH:13]=[C:12]2[C:7]([CH2:8][CH2:9][CH2:10][N:11]2[C:14](=[O:19])[C:15]([F:18])([F:17])[F:16])=[CH:6][CH:5]=1)([O-:3])=[O:2].II.[I:22]([O-])(=O)=O.[K+].O. (6) Given the product [Cl:45][C:41]1[CH:40]=[C:39]([C@H:9]([O:8][CH2:7][CH2:6][NH:5][C:3](=[O:4])[O:2][CH3:1])[CH2:10][CH2:11][N:12]([CH2:36][CH2:37][CH3:38])[C:13](=[O:35])[NH:14][C@@H:15]([CH2:28][C@H:29]2[CH2:34][CH2:33][CH2:32][O:31][CH2:30]2)[CH2:16][NH:17][CH3:18])[CH:44]=[CH:43][CH:42]=1, predict the reactants needed to synthesize it. The reactants are: [CH3:1][O:2][C:3]([NH:5][CH2:6][CH2:7][O:8][C@@H:9]([C:39]1[CH:44]=[CH:43][CH:42]=[C:41]([Cl:45])[CH:40]=1)[CH2:10][CH2:11][N:12]([CH2:36][CH2:37][CH3:38])[C:13](=[O:35])[NH:14][C@@H:15]([CH2:28][C@H:29]1[CH2:34][CH2:33][CH2:32][O:31][CH2:30]1)[CH2:16][N:17](C)[C:18](=O)OCC[Si](C)(C)C)=[O:4].C(O)(C(F)(F)F)=O.C(Cl)Cl. (7) Given the product [F:1][C:2]1[C:7]([I:21])=[CH:6][N:5]=[C:4]([N:8]2[CH2:13][CH2:12][N:11]([C:14]([O:16][C:17]([CH3:20])([CH3:19])[CH3:18])=[O:15])[CH2:10][CH2:9]2)[CH:3]=1, predict the reactants needed to synthesize it. The reactants are: [F:1][C:2]1[CH:7]=[CH:6][N:5]=[C:4]([N:8]2[CH2:13][CH2:12][N:11]([C:14]([O:16][C:17]([CH3:20])([CH3:19])[CH3:18])=[O:15])[CH2:10][CH2:9]2)[CH:3]=1.[I:21]NC(=O)CCC(N)=O. (8) The reactants are: [NH2:1][C:2]1[CH:3]=[C:4]([CH:9]=[CH:10][C:11]=1[O:12][CH3:13])[C:5]([O:7][CH3:8])=[O:6].C(Cl)CCl.C1C=CC2N(O)N=NC=2C=1.[S:28]1[CH:32]=[CH:31][CH:30]=[C:29]1[C:33](O)=[O:34]. Given the product [CH3:13][O:12][C:11]1[CH:10]=[CH:9][C:4]([C:5]([O:7][CH3:8])=[O:6])=[CH:3][C:2]=1[NH:1][C:33]([C:29]1[S:28][CH:32]=[CH:31][CH:30]=1)=[O:34], predict the reactants needed to synthesize it. (9) Given the product [Br:1][C:2]1[CH:3]=[C:4]2[N:10]([CH2:12][C:13]3[CH:18]=[CH:17][C:16]([O:19][CH3:20])=[CH:15][CH:14]=3)[CH:9]=[N:8][C:5]2=[N:6][CH:7]=1, predict the reactants needed to synthesize it. The reactants are: [Br:1][C:2]1[CH:3]=[C:4]2[NH:10][CH:9]=[N:8][C:5]2=[N:6][CH:7]=1.Cl[CH2:12][C:13]1[CH:18]=[CH:17][C:16]([O:19][CH3:20])=[CH:15][CH:14]=1.C([O-])([O-])=O.[Cs+].[Cs+].